Dataset: Full USPTO retrosynthesis dataset with 1.9M reactions from patents (1976-2016). Task: Predict the reactants needed to synthesize the given product. Given the product [OH:11][C:10]1[C:4]([C:5](=[O:7])[CH3:6])=[N:3][N:2]([CH3:1])[C:9]=1[C:12]1[CH:17]=[CH:16][CH:15]=[C:14]([C:18]([F:21])([F:20])[F:19])[CH:13]=1, predict the reactants needed to synthesize it. The reactants are: [CH3:1][NH:2][N:3]=[CH:4][C:5](=[O:7])[CH3:6].O=[C:9]([C:12]1[CH:17]=[CH:16][CH:15]=[C:14]([C:18]([F:21])([F:20])[F:19])[CH:13]=1)[CH:10]=[O:11].C(Cl)(Cl)Cl.CO.